This data is from Forward reaction prediction with 1.9M reactions from USPTO patents (1976-2016). The task is: Predict the product of the given reaction. (1) Given the reactants [CH2:1]=[C:2]([C:4]1[CH:18]=[CH:17][C:7]2=[C:8]3[C:13](=[C:14]([NH2:16])[N:15]=[C:6]2[CH:5]=1)[N:12]=[CH:11][CH:10]=[CH:9]3)[CH3:3], predict the reaction product. The product is: [CH:2]([C:4]1[CH:18]=[CH:17][C:7]2=[C:8]3[C:13](=[C:14]([NH2:16])[N:15]=[C:6]2[CH:5]=1)[N:12]=[CH:11][CH:10]=[CH:9]3)([CH3:3])[CH3:1]. (2) Given the reactants [Cl:1][C:2]1[CH:7]=[CH:6][C:5]([C:8]2[C:9]([C:16]3[CH:21]=[CH:20][CH:19]=[CH:18][CH:17]=3)=[CH:10][N:11]3[C:15]=2[CH2:14][CH2:13][CH2:12]3)=[CH:4][CH:3]=1.C(N(CC)CC)C.[O:29]=[C:30](Cl)[O:31][C:32](Cl)(Cl)Cl.CO, predict the reaction product. The product is: [Cl:1][C:2]1[CH:3]=[CH:4][C:5]([C:8]2[C:9]([C:16]3[CH:17]=[CH:18][CH:19]=[CH:20][CH:21]=3)=[C:10]([C:30]([O:31][CH3:32])=[O:29])[N:11]3[C:15]=2[CH2:14][CH2:13][CH2:12]3)=[CH:6][CH:7]=1.